Dataset: Forward reaction prediction with 1.9M reactions from USPTO patents (1976-2016). Task: Predict the product of the given reaction. Given the reactants [CH3:1][C:2]1([CH3:9])[CH2:7][C:6](=[O:8])[O:5][C:3]1=[O:4].[OH:10][C@H:11]1[CH2:28][CH2:27][C@@:26]2([CH3:29])[C@@H:13]([CH2:14][CH2:15][C@:16]3([CH3:56])[C@@H:25]2[CH2:24][CH2:23][C@H:22]2[C@@:17]3([CH3:55])[CH2:18][CH2:19][C@@:20]3([C:37]([N:39]4[CH2:43][CH2:42][CH2:41][C@@H:40]4[C:44]4[NH:45][C:46]([C:49]5[CH:54]=[CH:53][CH:52]=[CH:51][CH:50]=5)=[CH:47][N:48]=4)=[O:38])[CH2:32][CH2:31][C@@H:30]([C:33]4([CH3:36])[CH2:35][CH2:34]4)[C@@H:21]32)[C:12]1([CH3:58])[CH3:57], predict the reaction product. The product is: [CH3:1][C:2]([CH3:9])([CH2:7][C:6](=[O:8])[O:10][C@H:11]1[CH2:28][CH2:27][C@@:26]2([CH3:29])[C@@H:13]([CH2:14][CH2:15][C@:16]3([CH3:56])[C@@H:25]2[CH2:24][CH2:23][C@H:22]2[C@@:17]3([CH3:55])[CH2:18][CH2:19][C@@:20]3([C:37]([N:39]4[CH2:43][CH2:42][CH2:41][C@H:40]4[C:44]4[NH:45][C:46]([C:49]5[CH:50]=[CH:51][CH:52]=[CH:53][CH:54]=5)=[CH:47][N:48]=4)=[O:38])[CH2:32][CH2:31][C@@H:30]([C:33]4([CH3:36])[CH2:35][CH2:34]4)[C@@H:21]32)[C:12]1([CH3:58])[CH3:57])[C:3]([OH:5])=[O:4].